This data is from Peptide-MHC class I binding affinity with 185,985 pairs from IEDB/IMGT. The task is: Regression. Given a peptide amino acid sequence and an MHC pseudo amino acid sequence, predict their binding affinity value. This is MHC class I binding data. (1) The peptide sequence is RVYSPYNHR. The MHC is HLA-A03:01 with pseudo-sequence HLA-A03:01. The binding affinity (normalized) is 0.864. (2) The peptide sequence is YRAVVPLVY. The MHC is HLA-A29:02 with pseudo-sequence HLA-A29:02. The binding affinity (normalized) is 0.439. (3) The peptide sequence is KQIGGTLFE. The MHC is HLA-B27:05 with pseudo-sequence HLA-B27:05. The binding affinity (normalized) is 0.213. (4) The binding affinity (normalized) is 0.213. The peptide sequence is NVMDPMHGA. The MHC is HLA-B40:01 with pseudo-sequence HLA-B40:01. (5) The peptide sequence is VQLPQYFTF. The MHC is HLA-A24:03 with pseudo-sequence HLA-A24:03. The binding affinity (normalized) is 1.00. (6) The peptide sequence is MSRKLHRYI. The MHC is HLA-B15:01 with pseudo-sequence HLA-B15:01. The binding affinity (normalized) is 0.0847. (7) The peptide sequence is DTVTYKCPHI. The MHC is HLA-A68:02 with pseudo-sequence HLA-A68:02. The binding affinity (normalized) is 0.584.